From a dataset of CYP2D6 inhibition data for predicting drug metabolism from PubChem BioAssay. Regression/Classification. Given a drug SMILES string, predict its absorption, distribution, metabolism, or excretion properties. Task type varies by dataset: regression for continuous measurements (e.g., permeability, clearance, half-life) or binary classification for categorical outcomes (e.g., BBB penetration, CYP inhibition). Dataset: cyp2d6_veith. (1) The molecule is CC(=O)NC1(C(F)(F)F)C(=O)N(Cc2ccccc2)C2=C1C(=O)CC(C)(C)C2. The result is 0 (non-inhibitor). (2) The result is 0 (non-inhibitor). The drug is O=C(O)CCCCCCCC(=O)O. (3) The molecule is O=S(=O)(O)c1ccc(O)c2ncccc12.O=S(=O)(O)c1ccc(O)c2ncccc12.[Zn]. The result is 0 (non-inhibitor). (4) The molecule is Cc1n[nH]c(=O)[nH]c1=O. The result is 0 (non-inhibitor). (5) The drug is O=C(O)[C@H]1[C@@H]2C=C[C@H](O2)[C@@H]1C(=O)NCc1ccncc1. The result is 0 (non-inhibitor). (6) The molecule is COc1ccc(-c2nc3cnc(N4CCOCC4)nc3n(C[C@H]3CCCO3)c2=O)cc1. The result is 0 (non-inhibitor). (7) The drug is C[C@H]1/C=C\CC(=O)OC[C@H](C)C(=O)N2CCC[C@@H]2C(=O)OC1. The result is 0 (non-inhibitor). (8) The drug is O=C(Cc1cccs1)N/N=C/C(Br)=C/c1ccccc1. The result is 0 (non-inhibitor). (9) The drug is COc1ccc(OC)c(NC(=O)C(CC(=O)O)NCc2ccco2)c1. The result is 0 (non-inhibitor). (10) The drug is COc1cc2nc(N3CCN(C(=O)[C@@H]4COc5ccccc5O4)CC3)nc(N)c2cc1OC.CS(=O)(=O)O. The result is 0 (non-inhibitor).